From a dataset of Forward reaction prediction with 1.9M reactions from USPTO patents (1976-2016). Predict the product of the given reaction. (1) Given the reactants [CH3:1][S:2]([C:4]1[CH:9]=[CH:8][CH:7]=[CH:6][C:5]=1[NH:10][C:11](=O)[CH3:12])=[O:3].OS(O)(=O)=O.[N-:19]=[N+]=[N-].[Na+], predict the reaction product. The product is: [CH3:1][S:2]1(=[O:3])[C:4]2[CH:9]=[CH:8][CH:7]=[CH:6][C:5]=2[N:10]=[C:11]([CH3:12])[N:19]=1. (2) The product is: [CH:36]1([NH:39][C:6](=[O:8])[C:5]2[CH:10]=[CH:11][C:2]([CH3:1])=[C:3]([N:12]3[CH:17]=[CH:16][N:15]=[C:14]([NH:35][CH2:34][C:29]4[CH:30]=[CH:31][CH:32]=[CH:33][C:28]=4[S:27][CH3:26])[C:13]3=[O:25])[CH:4]=2)[CH2:38][CH2:37]1. Given the reactants [CH3:1][C:2]1[CH:11]=[CH:10][C:5]([C:6]([O:8]C)=O)=[CH:4][C:3]=1[N:12]1[CH:17]=[CH:16][N:15]=[C:14](OC2C=CC=CC=2)[C:13]1=[O:25].[CH3:26][S:27][C:28]1[CH:33]=[CH:32][CH:31]=[CH:30][C:29]=1[CH2:34][NH2:35].[CH:36]1([NH2:39])[CH2:38][CH2:37]1.C1([Mg]Br)CCCC1, predict the reaction product. (3) Given the reactants [NH2:1][N:2]1[N:11]=[C:10]([CH:12]2[CH2:17][CH2:16][CH2:15][CH2:14][CH2:13]2)[C:9]2[C:4](=[CH:5][CH:6]=[CH:7][CH:8]=2)[C:3]1=[O:18].[Cl:19][C:20]1[CH:25]=[CH:24][C:23]([CH2:26][C:27](O)=[O:28])=[CH:22][CH:21]=1, predict the reaction product. The product is: [Cl:19][C:20]1[CH:25]=[CH:24][C:23]([CH2:26][C:27]([NH:1][N:2]2[N:11]=[C:10]([CH:12]3[CH2:17][CH2:16][CH2:15][CH2:14][CH2:13]3)[C:9]3[C:4](=[CH:5][CH:6]=[CH:7][CH:8]=3)[C:3]2=[O:18])=[O:28])=[CH:22][CH:21]=1. (4) Given the reactants [C:1]([NH:9][C:10]1[CH:11]=[C:12]([CH:16]=[CH:17][N:18]=1)[C:13]([OH:15])=O)(=[O:8])[C:2]1[CH:7]=[CH:6][CH:5]=[CH:4][CH:3]=1.C(Cl)(=O)C(Cl)=O.O[N:26]=[C:27]([NH2:35])[CH2:28][C:29]1[CH:34]=[CH:33][CH:32]=[CH:31][CH:30]=1.N1C=CC=CC=1.[OH-].COC(NS([N+](CC)(CC)CC)(=O)=O)=O, predict the reaction product. The product is: [CH2:28]([C:27]1[N:35]=[C:13]([C:12]2[CH:16]=[CH:17][N:18]=[C:10]([NH:9][C:1](=[O:8])[C:2]3[CH:3]=[CH:4][CH:5]=[CH:6][CH:7]=3)[CH:11]=2)[O:15][N:26]=1)[C:29]1[CH:34]=[CH:33][CH:32]=[CH:31][CH:30]=1. (5) Given the reactants Br[C:2]1[S:10][C:9]2[C:4](=[N:5][CH:6]=[CH:7][C:8]=2[O:11][C:12]2[CH:17]=[CH:16][C:15]([N+:18]([O-:20])=[O:19])=[CH:14][C:13]=2[F:21])[CH:3]=1.[CH3:22][O:23][C:24]1[N:29]=[CH:28][C:27](B(O)O)=[CH:26][CH:25]=1.[F-].[Cs+].C([O-])(O)=O.[Na+], predict the reaction product. The product is: [F:21][C:13]1[CH:14]=[C:15]([N+:18]([O-:20])=[O:19])[CH:16]=[CH:17][C:12]=1[O:11][C:8]1[CH:7]=[CH:6][N:5]=[C:4]2[CH:3]=[C:2]([C:27]3[CH:28]=[N:29][C:24]([O:23][CH3:22])=[CH:25][CH:26]=3)[S:10][C:9]=12.